From a dataset of Catalyst prediction with 721,799 reactions and 888 catalyst types from USPTO. Predict which catalyst facilitates the given reaction. Reactant: C(OC([N:11]1[CH2:16][CH2:15][CH:14]([N:17]([C:19]([O:21][C:22]([CH3:25])([CH3:24])[CH3:23])=[O:20])[CH3:18])[CH2:13][CH2:12]1)=O)C1C=CC=CC=1. Product: [CH3:18][N:17]([C:19]([O:21][C:22]([CH3:25])([CH3:24])[CH3:23])=[O:20])[CH:14]1[CH2:15][CH2:16][NH:11][CH2:12][CH2:13]1. The catalyst class is: 105.